From a dataset of Reaction yield outcomes from USPTO patents with 853,638 reactions. Predict the reaction yield, written as a fraction of the theoretical maximum amount of product (1.0 means a 100% yield; for example, 0.34 means a 34% yield). (1) The reactants are C[Si]([N-][Si](C)(C)C)(C)C.[Na+].C1COCC1.[Br:16][C:17]1[CH:18]=[C:19]([C:24]([NH:26][C:27]2[C:28]([NH:34][CH2:35][CH3:36])=[N:29][C:30]([Cl:33])=[CH:31][CH:32]=2)=[O:25])[C:20](Cl)=[N:21][CH:22]=1.O. The catalyst is N1C=CC=CC=1. The product is [Br:16][C:17]1[CH:22]=[N:21][C:20]2[N:34]([CH2:35][CH3:36])[C:28]3[N:29]=[C:30]([Cl:33])[CH:31]=[CH:32][C:27]=3[NH:26][C:24](=[O:25])[C:19]=2[CH:18]=1. The yield is 0.910. (2) The reactants are [NH:1]1[C:5]([NH2:6])=[CH:4][CH:3]=[N:2]1.[CH3:7][C:8]([CH2:10][C:11]([C:13]([O:15][CH3:16])=[O:14])=O)=O. The catalyst is CO. The product is [CH3:7][C:8]1[N:1]2[N:2]=[CH:3][CH:4]=[C:5]2[N:6]=[C:11]([C:13]([O:15][CH3:16])=[O:14])[CH:10]=1. The yield is 0.720.